Dataset: Forward reaction prediction with 1.9M reactions from USPTO patents (1976-2016). Task: Predict the product of the given reaction. (1) Given the reactants [CH:1]([O:4][C:5]([N:7]1[CH:12]([CH2:13][CH3:14])[CH2:11][CH:10]([NH:15][C:16]2[N:21]=[CH:20][C:19]([OH:22])=[CH:18][N:17]=2)[CH2:9][CH:8]1[CH2:23][CH3:24])=[O:6])([CH3:3])[CH3:2].C(=O)([O-])[O-].[K+].[K+].[CH2:31](N)[C:32]1[CH:37]=[CH:36][CH:35]=[CH:34][CH:33]=1.O, predict the reaction product. The product is: [CH:1]([O:4][C:5]([N:7]1[CH:12]([CH2:13][CH3:14])[CH2:11][CH:10]([NH:15][C:16]2[N:21]=[CH:20][C:19]([O:22][CH2:31][C:32]3[CH:37]=[CH:36][CH:35]=[CH:34][CH:33]=3)=[CH:18][N:17]=2)[CH2:9][CH:8]1[CH2:23][CH3:24])=[O:6])([CH3:3])[CH3:2]. (2) Given the reactants Cl[CH2:2][C:3](Cl)=[O:4].[CH3:6][O:7][C:8](=[O:17])[C:9]1[CH:14]=[CH:13][CH:12]=[C:11]([NH2:15])[C:10]=1[OH:16].C([O-])([O-])=O.[K+].[K+], predict the reaction product. The product is: [CH3:6][O:7][C:8]([C:9]1[C:10]2[O:16][CH2:2][C:3](=[O:4])[NH:15][C:11]=2[CH:12]=[CH:13][CH:14]=1)=[O:17]. (3) The product is: [CH2:1]([O:3][CH:4]([O:8][CH2:9][CH3:10])[C@@H:5]([NH:7][CH2:21][C:11]1[C:20]2[C:15](=[CH:16][CH:17]=[CH:18][CH:19]=2)[CH:14]=[CH:13][CH:12]=1)[CH3:6])[CH3:2]. Given the reactants [CH2:1]([O:3][CH:4]([O:8][CH2:9][CH3:10])[C@@H:5]([NH2:7])[CH3:6])[CH3:2].[C:11]1([CH:21]=O)[C:20]2[C:15](=[CH:16][CH:17]=[CH:18][CH:19]=2)[CH:14]=[CH:13][CH:12]=1.C(O[BH-](OC(=O)C)OC(=O)C)(=O)C.[Na+], predict the reaction product. (4) Given the reactants [C:1]1(=O)[C:10]2[C:5](=[CH:6][CH:7]=[CH:8]C=2)[CH2:4][CH2:3][CH2:2]1.[CH:12](OC)([O:15][CH3:16])[O:13][CH3:14].F[P-](F)(F)(F)(F)F.[H+].C([O-])(O)=O.[Na+], predict the reaction product. The product is: [CH3:14][O:13][C:12]1([O:15][CH3:16])[C:10]2[C:5](=[CH:4][CH:3]=[CH:2][CH:1]=2)[CH2:6][CH2:7][CH2:8]1. (5) The product is: [F:16][C:17]1[CH:18]=[C:19]([NH:20][C:12]([C@H:3]2[C@H:4]([C:5]3[CH:6]=[C:7]([CH3:11])[CH:8]=[CH:9][CH:10]=3)[C:2]2([CH3:1])[CH3:15])=[O:14])[CH:21]=[CH:22][C:23]=1[F:24]. Given the reactants [CH3:1][C:2]1([CH3:15])[C@@H:4]([C:5]2[CH:6]=[C:7]([CH3:11])[CH:8]=[CH:9][CH:10]=2)[C@@H:3]1[C:12]([OH:14])=O.[F:16][C:17]1[CH:18]=[C:19]([CH:21]=[CH:22][C:23]=1[F:24])[NH2:20], predict the reaction product. (6) Given the reactants [Cl:1][C:2]1[N:11]=[C:10]([CH3:12])[C:9]2[NH:8][C:7](=O)[CH:6]3[CH2:14][O:15][CH2:16][CH2:17][N:5]3[C:4]=2[N:3]=1.[H-].[Al+3].[Li+].[H-].[H-].[H-].C(OCC)(=O)C.[NH4+].[Cl-], predict the reaction product. The product is: [Cl:1][C:2]1[N:11]=[C:10]([CH3:12])[C:9]2[NH:8][CH2:7][CH:6]3[CH2:14][O:15][CH2:16][CH2:17][N:5]3[C:4]=2[N:3]=1. (7) Given the reactants [Cl:1][C:2]1[N:3]=[C:4]([N:11]2[CH2:16][CH2:15][O:14][CH2:13][CH2:12]2)[C:5]2[S:10][CH:9]=[CH:8][C:6]=2[N:7]=1.CN(C)CCN(C)C.C([Li])CCC.CN([CH:33]=[O:34])C.Cl, predict the reaction product. The product is: [Cl:1][C:2]1[N:3]=[C:4]([N:11]2[CH2:16][CH2:15][O:14][CH2:13][CH2:12]2)[C:5]2[S:10][C:9]([CH:33]=[O:34])=[CH:8][C:6]=2[N:7]=1. (8) Given the reactants [CH3:1][N:2]([CH3:14])[CH2:3][CH2:4][O:5][NH:6]C(=O)OC(C)(C)C.[ClH:15], predict the reaction product. The product is: [ClH:15].[ClH:15].[NH2:6][O:5][CH2:4][CH2:3][N:2]([CH3:14])[CH3:1]. (9) Given the reactants [C:1]([C:3]1[CH:4]=[C:5]([S:20](Cl)(=[O:22])=[O:21])[CH:6]=[C:7]([F:19])[C:8]=1[O:9][C:10]1[CH:15]=[CH:14][C:13]([C:16]#[N:17])=[C:12](F)[CH:11]=1)#[N:2].[F:24][C:25]1[CH:26]=[CH:27][C:28]([NH2:31])=[N:29][CH:30]=1.N1C=CC=CC=1.C(Cl)[Cl:39], predict the reaction product. The product is: [Cl:39][C:12]1[CH:11]=[C:10]([CH:15]=[CH:14][C:13]=1[C:16]#[N:17])[O:9][C:8]1[C:7]([F:19])=[CH:6][C:5]([S:20]([NH:31][C:28]2[CH:27]=[CH:26][C:25]([F:24])=[CH:30][N:29]=2)(=[O:22])=[O:21])=[CH:4][C:3]=1[C:1]#[N:2].